Dataset: CYP1A2 inhibition data for predicting drug metabolism from PubChem BioAssay. Task: Regression/Classification. Given a drug SMILES string, predict its absorption, distribution, metabolism, or excretion properties. Task type varies by dataset: regression for continuous measurements (e.g., permeability, clearance, half-life) or binary classification for categorical outcomes (e.g., BBB penetration, CYP inhibition). Dataset: cyp1a2_veith. (1) The drug is CC(=O)SC[C@@H](Cc1ccccc1)C(=O)NCC(=O)OCc1ccccc1. The result is 1 (inhibitor). (2) The drug is Cc1ccc2cc(C(=O)O)c(C)nc2c1. The result is 0 (non-inhibitor).